This data is from Catalyst prediction with 721,799 reactions and 888 catalyst types from USPTO. The task is: Predict which catalyst facilitates the given reaction. (1) Reactant: [CH2:1]([O:3][C:4](=[O:20])[C:5]([NH:8][NH:9][C:10]([O:12][CH2:13][C:14]1[CH:19]=[CH:18][CH:17]=[CH:16][CH:15]=1)=[O:11])([CH3:7])[CH3:6])[CH3:2].C([O-])([O-])=O.[K+].[K+].[CH3:27][C:28]1[CH:29]=[C:30]([CH:34]=[C:35]([CH3:37])[CH:36]=1)[C:31](Cl)=[O:32]. Product: [CH2:1]([O:3][C:4](=[O:20])[C:5]([N:8]([C:31](=[O:32])[C:30]1[CH:34]=[C:35]([CH3:37])[CH:36]=[C:28]([CH3:27])[CH:29]=1)[NH:9][C:10]([O:12][CH2:13][C:14]1[CH:19]=[CH:18][CH:17]=[CH:16][CH:15]=1)=[O:11])([CH3:7])[CH3:6])[CH3:2]. The catalyst class is: 232. (2) Reactant: [Na].[NH2:2][C:3]([NH2:5])=[O:4].C([O:8][C:9]([C:11]1([C:38](OCC)=[O:39])[CH2:15][CH2:14][CH2:13][N:12]1[C:16]1[CH:17]=[N:18][C:19]([O:22][C:23]2[CH:24]=[C:25]3[C:29](=[CH:30][CH:31]=2)[N:28]([C:32]2C=NC=CC=2)[N:27]=[CH:26]3)=[CH:20][CH:21]=1)=O)C. Product: [CH3:32][N:28]1[C:29]2[C:25](=[CH:24][C:23]([O:22][C:19]3[N:18]=[CH:17][C:16]([N:12]4[C:11]5([C:9](=[O:8])[NH:5][C:3](=[O:4])[NH:2][C:38]5=[O:39])[CH2:15][CH2:14][CH2:13]4)=[CH:21][CH:20]=3)=[CH:31][CH:30]=2)[CH:26]=[N:27]1. The catalyst class is: 8. (3) Reactant: [C:1]([O:5][C:6]([N:8]1[CH2:12][C@@H:11]([CH2:13][N:14]([CH:31]([CH3:33])[CH3:32])[C:15](=[O:30])[C:16]2[CH:21]=[CH:20][C:19]([O:22][CH3:23])=[C:18]([O:24][CH2:25][CH2:26][CH2:27][O:28][CH3:29])[CH:17]=2)[C@H:10]([NH2:34])[CH2:9]1)=[O:7])([CH3:4])([CH3:3])[CH3:2].[CH2:35]([N:42]=[C:43]=[O:44])[C:36]1[CH:41]=[CH:40][CH:39]=[CH:38][CH:37]=1. Product: [C:1]([O:5][C:6]([N:8]1[CH2:12][C@@H:11]([CH2:13][N:14]([CH:31]([CH3:32])[CH3:33])[C:15](=[O:30])[C:16]2[CH:21]=[CH:20][C:19]([O:22][CH3:23])=[C:18]([O:24][CH2:25][CH2:26][CH2:27][O:28][CH3:29])[CH:17]=2)[C@H:10]([NH:34][C:43]([NH:42][CH2:35][C:36]2[CH:41]=[CH:40][CH:39]=[CH:38][CH:37]=2)=[O:44])[CH2:9]1)=[O:7])([CH3:3])([CH3:4])[CH3:2]. The catalyst class is: 2. (4) Reactant: CN(C(ON1N=[N:16][C:11]2[CH:12]=[CH:13][CH:14]=[CH:15][C:10]1=2)=[N+](C)C)C.[B-](F)(F)(F)F.C1C=CC2N(O)N=NC=2C=1.[CH3:33][N:34]1[CH2:39][CH2:38][CH:37]([CH:40]2[CH2:45][CH2:44][NH:43][CH2:42][CH2:41]2)[CH2:36][CH2:35]1.[CH2:46]([C:48]1[CH:49]=[C:50]([CH2:56][CH:57]([NH:61][C:62]([N:64]2[CH2:69][CH2:68][CH:67]([N:70]3[CH2:76][CH2:75]C4C=CC=CC=4N[C:71]3=[O:81])[CH2:66][CH2:65]2)=[O:63])[C:58](O)=[O:59])[CH:51]=[CH:52][C:53]=1[CH2:54][CH3:55])[CH3:47]. Product: [CH2:46]([C:48]1[CH:49]=[C:50]([CH:51]=[CH:52][C:53]=1[CH2:54][CH3:55])[CH2:56][CH:57]([NH:61][C:62]([N:64]1[CH2:69][CH2:68][CH:67]([N:70]2[CH2:76][CH2:75][C:10]3[CH:15]=[CH:14][CH:13]=[CH:12][C:11]=3[NH:16][C:71]2=[O:81])[CH2:66][CH2:65]1)=[O:63])[C:58]([N:43]1[CH2:44][CH2:45][CH:40]([CH:37]2[CH2:36][CH2:35][N:34]([CH3:33])[CH2:39][CH2:38]2)[CH2:41][CH2:42]1)=[O:59])[CH3:47]. The catalyst class is: 531.